Dataset: Peptide-MHC class II binding affinity with 134,281 pairs from IEDB. Task: Regression. Given a peptide amino acid sequence and an MHC pseudo amino acid sequence, predict their binding affinity value. This is MHC class II binding data. (1) The peptide sequence is DRPFQLFEFYAREPDV. The MHC is HLA-DPA10103-DPB10401 with pseudo-sequence HLA-DPA10103-DPB10401. The binding affinity (normalized) is 0.722. (2) The peptide sequence is SMPFLRKTRWTFLLS. The MHC is HLA-DQA10201-DQB10402 with pseudo-sequence HLA-DQA10201-DQB10402. The binding affinity (normalized) is 0.397.